Dataset: Full USPTO retrosynthesis dataset with 1.9M reactions from patents (1976-2016). Task: Predict the reactants needed to synthesize the given product. (1) Given the product [NH2:1][C:2]1[C:3]2[N:4]([C:8]([C@@H:26]3[CH2:30][CH2:29][CH2:28][N:27]3[C:36](=[O:37])[C:35]#[C:34][CH:31]3[CH2:33][CH2:32]3)=[N:9][C:10]=2[C:11]2[CH:25]=[CH:24][C:14]([C:15]([NH:17][C:18]3[CH:23]=[CH:22][CH:21]=[CH:20][N:19]=3)=[O:16])=[CH:13][CH:12]=2)[CH:5]=[CH:6][N:7]=1, predict the reactants needed to synthesize it. The reactants are: [NH2:1][C:2]1[C:3]2[N:4]([C:8]([C@@H:26]3[CH2:30][CH2:29][CH2:28][NH:27]3)=[N:9][C:10]=2[C:11]2[CH:25]=[CH:24][C:14]([C:15]([NH:17][C:18]3[CH:23]=[CH:22][CH:21]=[CH:20][N:19]=3)=[O:16])=[CH:13][CH:12]=2)[CH:5]=[CH:6][N:7]=1.[CH:31]1([C:34]#[C:35][C:36](O)=[O:37])[CH2:33][CH2:32]1. (2) Given the product [CH3:12][C:9]1([CH3:13])[O:8][CH:7]([C:5]2[N:6]=[C:2]([CH:27]=[O:28])[S:3][CH:4]=2)[CH2:11][O:10]1, predict the reactants needed to synthesize it. The reactants are: Br[C:2]1[S:3][CH:4]=[C:5]([CH:7]2[CH2:11][O:10][C:9]([CH3:13])([CH3:12])[O:8]2)[N:6]=1.CCCCCC.C([Li])CCC.CN(C)[CH:27]=[O:28].C(O)(=O)CC(CC(O)=O)(C(O)=O)O.